From a dataset of Forward reaction prediction with 1.9M reactions from USPTO patents (1976-2016). Predict the product of the given reaction. (1) The product is: [Br:1][C:2]1[CH:3]=[C:4]([N:12]([CH2:19][CH:20]([F:21])[F:22])[CH:13]2[CH2:18][CH2:17][O:16][CH2:15][CH2:14]2)[C:5]([CH3:11])=[C:6]([CH:10]=1)[C:7]([NH:56][CH2:57][C:58]1[C:59](=[O:66])[NH:60][C:61]([CH3:65])=[CH:62][C:63]=1[CH3:64])=[O:9]. Given the reactants [Br:1][C:2]1[CH:3]=[C:4]([N:12]([CH2:19][CH:20]([F:22])[F:21])[CH:13]2[CH2:18][CH2:17][O:16][CH2:15][CH2:14]2)[C:5]([CH3:11])=[C:6]([CH:10]=1)[C:7]([OH:9])=O.CN(C(ON1N=NC2C=CC=NC1=2)=[N+](C)C)C.F[P-](F)(F)(F)(F)F.CCN(C(C)C)C(C)C.[NH2:56][CH2:57][C:58]1[C:59](=[O:66])[NH:60][C:61]([CH3:65])=[CH:62][C:63]=1[CH3:64], predict the reaction product. (2) Given the reactants Cl.[CH3:2][NH:3][OH:4].O.O.O.[C:8]([O-])(=O)[CH3:9].[Na+].[CH2:13]=O.[CH2:15]([O:26][C:27]1[CH:34]=[CH:33][C:30]([CH:31]=[O:32])=[CH:29][CH:28]=1)[CH2:16][CH2:17][CH2:18][CH2:19][CH2:20][CH2:21][CH2:22][CH2:23][CH:24]=[CH2:25], predict the reaction product. The product is: [CH3:2][N:3]1[CH2:13][CH2:25][CH:24]([CH:23]([CH2:8][CH3:9])[CH2:22][CH2:21][CH2:20][CH2:19][CH2:18][CH2:17][CH2:16][CH2:15][O:26][C:27]2[CH:28]=[CH:29][C:30]([CH:31]=[O:32])=[CH:33][CH:34]=2)[O:4]1. (3) Given the reactants Cl.Cl.[NH:3]1[CH2:8][CH2:7][CH2:6][C@@H:5]([NH:9][C:10]2[N:15]=[CH:14][C:13](/[CH:16]=[CH:17]/[C:18]([O:20][CH2:21][CH3:22])=[O:19])=[CH:12][CH:11]=2)[CH2:4]1.C(N(CC)CC)C.[Cl:30][C:31]1[CH:39]=[CH:38][C:34]([C:35](Cl)=[O:36])=[CH:33][CH:32]=1.O, predict the reaction product. The product is: [Cl:30][C:31]1[CH:39]=[CH:38][C:34]([C:35]([N:3]2[CH2:8][CH2:7][CH2:6][C@@H:5]([NH:9][C:10]3[N:15]=[CH:14][C:13](/[CH:16]=[CH:17]/[C:18]([O:20][CH2:21][CH3:22])=[O:19])=[CH:12][CH:11]=3)[CH2:4]2)=[O:36])=[CH:33][CH:32]=1. (4) Given the reactants P([O-])([O-])([O-])=O.[OH:6][CH:7]1[O:26][C@H:25]([CH2:27][OH:28])[C@@H:12]([O:13][C@@H:14]2[O:22][C@H:21]([CH2:23][OH:24])[C@H:19]([OH:20])[C@H:17]([OH:18])[C@H:15]2[OH:16])[C@H:10]([OH:11])[C@H:8]1[OH:9].C([O-])([O-])=[O:30].[Ca+2:33].C(O)C1[O:40]C(O)C(O)C(O)C1O, predict the reaction product. The product is: [CH2:23]([OH:24])[C@H:21]1[O:22][C@@H:14]([O:13][C@@H:12]([C@H:10]([OH:11])[C@@H:8]([OH:9])[C:7]([O-:26])=[O:6])[C@H:25]([OH:30])[CH2:27][OH:28])[C@H:15]([OH:16])[C@@H:17]([OH:18])[C@H:19]1[OH:20].[CH2:23]([OH:24])[C@H:21]1[O:22][C@@H:14]([O:13][C@@H:12]([C@H:10]([OH:11])[C@@H:8]([OH:9])[C:7]([O-:26])=[O:6])[C@H:25]([OH:40])[CH2:27][OH:28])[C@H:15]([OH:16])[C@@H:17]([OH:18])[C@H:19]1[OH:20].[Ca+2:33]. (5) Given the reactants C[O:2][C:3]1[CH:10]=[CH:9][C:6]([CH:7]=[O:8])=[CH:5][N:4]=1.[Cl:11][C:12]1[CH:19]=[CH:18][C:15]([CH2:16]Br)=[CH:14][CH:13]=1, predict the reaction product. The product is: [Cl:11][C:12]1[CH:19]=[CH:18][C:15]([CH2:16][N:4]2[C:3](=[O:2])[CH:10]=[CH:9][C:6]([CH:7]=[O:8])=[CH:5]2)=[CH:14][CH:13]=1. (6) Given the reactants [C:1]([C:4]1[CH:9]=[CH:8][C:7]([C:10]2[NH:14][C:13]3[CH:15]=[CH:16][CH:17]=[C:18]([C:19]([NH2:21])=[O:20])[C:12]=3[N:11]=2)=[CH:6][CH:5]=1)(=O)[CH3:2].[CH:22]1([NH2:26])[CH2:25][CH2:24][CH2:23]1.C([BH3-])#N.[Na+].C(O)(=O)C, predict the reaction product. The product is: [CH:22]1([NH:26][CH:1]([C:4]2[CH:9]=[CH:8][C:7]([C:10]3[NH:14][C:13]4[CH:15]=[CH:16][CH:17]=[C:18]([C:19]([NH2:21])=[O:20])[C:12]=4[N:11]=3)=[CH:6][CH:5]=2)[CH3:2])[CH2:25][CH2:24][CH2:23]1. (7) Given the reactants [N:1]([CH2:4][C:5]([C:7]1[CH:12]=[CH:11][CH:10]=[CH:9][CH:8]=1)=[O:6])=[N+]=[N-].[Cl:13][C:14]1[CH:19]=[CH:18][C:17]([N:20]=[C:21]=S)=[CH:16][C:15]=1[Cl:23].C1(P(C2C=CC=CC=2)C2C=CC=CC=2)C=CC=CC=1, predict the reaction product. The product is: [Cl:23][C:15]1[CH:16]=[C:17]([NH:20][C:21]2[O:6][C:5]([C:7]3[CH:12]=[CH:11][CH:10]=[CH:9][CH:8]=3)=[CH:4][N:1]=2)[CH:18]=[CH:19][C:14]=1[Cl:13]. (8) Given the reactants [NH:1]1[CH2:5][CH2:4][CH:3]([N:6]2[CH2:11][CH2:10][S:9][C:8]3[CH:12]=[C:13]([NH:16][C:17]([C:19]4[S:20][CH:21]=[CH:22][CH:23]=4)=[NH:18])[CH:14]=[CH:15][C:7]2=3)[CH2:2]1.[ClH:24].CCOCC, predict the reaction product. The product is: [ClH:24].[ClH:24].[NH:1]1[CH2:5][CH2:4][CH:3]([N:6]2[CH2:11][CH2:10][S:9][C:8]3[CH:12]=[C:13]([NH:16][C:17]([C:19]4[S:20][CH:21]=[CH:22][CH:23]=4)=[NH:18])[CH:14]=[CH:15][C:7]2=3)[CH2:2]1.